From a dataset of Forward reaction prediction with 1.9M reactions from USPTO patents (1976-2016). Predict the product of the given reaction. (1) The product is: [O:27]1[C:31]2[CH:32]=[CH:33][C:34]([CH2:36][NH:37][C:19]([C:18]3[CH:22]=[CH:23][CH:24]=[CH:25][C:17]=3[NH:16][C:14]([C:13]3[C:9]([C:3]4[C:2]([Cl:1])=[CH:7][CH:6]=[CH:5][C:4]=4[Cl:8])=[N:10][O:11][C:12]=3[CH3:26])=[O:15])=[O:20])=[CH:35][C:30]=2[O:29][CH2:28]1. Given the reactants [Cl:1][C:2]1[CH:7]=[CH:6][CH:5]=[C:4]([Cl:8])[C:3]=1[C:9]1[C:13]([C:14]([NH:16][C:17]2[CH:25]=[CH:24][CH:23]=[CH:22][C:18]=2[C:19](O)=[O:20])=[O:15])=[C:12]([CH3:26])[O:11][N:10]=1.[O:27]1[C:31]2[CH:32]=[CH:33][C:34]([CH2:36][NH2:37])=[CH:35][C:30]=2[O:29][CH2:28]1.CN(C(ON1N=NC2C=CC=NC1=2)=[N+](C)C)C.F[P-](F)(F)(F)(F)F.C(N(C(C)C)CC)(C)C, predict the reaction product. (2) Given the reactants [N:1]([C:4]([CH3:10])([CH3:9])[CH2:5][C:6](Cl)=[O:7])=[N+:2]=[N-:3].[NH:11]1[CH2:15][CH2:14][CH2:13][CH2:12]1.O, predict the reaction product. The product is: [N:1]([C:4]([CH3:10])([CH3:9])[CH2:5][C:6]([N:11]1[CH2:15][CH2:14][CH2:13][CH2:12]1)=[O:7])=[N+:2]=[N-:3]. (3) Given the reactants [Cl:1][C:2]1[C:3]([CH2:28][CH2:29][C:30]2[CH:35]=[CH:34][C:33]([O:36][CH2:37][CH2:38][CH2:39][C:40]([F:43])([F:42])[F:41])=[CH:32][C:31]=2[CH3:44])=[C:4]([C:8]2[N:13]=[C:12]([N:14]3[C:18]([C:19]([F:22])([F:21])[F:20])=[C:17]([C:23]([O:25]CC)=[O:24])[CH:16]=[N:15]3)[CH:11]=[CH:10][CH:9]=2)[CH:5]=[CH:6][CH:7]=1.[OH-].[Na+], predict the reaction product. The product is: [Cl:1][C:2]1[C:3]([CH2:28][CH2:29][C:30]2[CH:35]=[CH:34][C:33]([O:36][CH2:37][CH2:38][CH2:39][C:40]([F:43])([F:41])[F:42])=[CH:32][C:31]=2[CH3:44])=[C:4]([C:8]2[N:13]=[C:12]([N:14]3[C:18]([C:19]([F:22])([F:21])[F:20])=[C:17]([C:23]([OH:25])=[O:24])[CH:16]=[N:15]3)[CH:11]=[CH:10][CH:9]=2)[CH:5]=[CH:6][CH:7]=1. (4) Given the reactants [CH2:1]([C:3]1[N:8]=[C:7]([CH3:9])[C:6]2[C:10]([C:13]3[CH:18]=[CH:17][CH:16]=[CH:15][CH:14]=3)=[N:11][NH:12][C:5]=2[CH:4]=1)[CH3:2].[H-].[Na+].CC1C(N(COCCOC)[S:29]([C:32]2[S:33][CH:34]=[CH:35][C:36]=2[C:37]2[CH:42]=[CH:41][C:40](S(C)(=O)=O)=[CH:39][C:38]=2C)(=[O:31])=[O:30])=NOC=1C.[OH2:54].[CH3:55]N(C)C=O, predict the reaction product. The product is: [CH2:1]([C:3]1[N:8]=[C:7]([CH3:9])[C:6]2[C:10]([C:13]3[CH:18]=[CH:17][CH:16]=[CH:15][CH:14]=3)=[N:11][N:12]([CH2:55][C:40]3[CH:39]=[CH:38][C:37]([C:36]4[CH:35]=[CH:34][S:33][C:32]=4[S:29]([OH:30])(=[O:31])=[O:54])=[CH:42][CH:41]=3)[C:5]=2[CH:4]=1)[CH3:2]. (5) Given the reactants Cl[C:2]1[N:7]=[CH:6][C:5]([CH2:8][N:9]2[C:14]3[CH:15]=[CH:16][S:17][C:13]=3[C:12](=[O:18])[N:11]([OH:19])[C:10]2=[O:20])=[CH:4][CH:3]=1.[F:21][C:22]([F:33])([F:32])[C:23]1[CH:28]=[CH:27][CH:26]=[CH:25][C:24]=1B(O)O, predict the reaction product. The product is: [OH:19][N:11]1[C:12](=[O:18])[C:13]2[S:17][CH:16]=[CH:15][C:14]=2[N:9]([CH2:8][C:5]2[CH:6]=[N:7][C:2]([C:24]3[CH:25]=[CH:26][CH:27]=[CH:28][C:23]=3[C:22]([F:33])([F:32])[F:21])=[CH:3][CH:4]=2)[C:10]1=[O:20].